From a dataset of Peptide-MHC class II binding affinity with 134,281 pairs from IEDB. Regression. Given a peptide amino acid sequence and an MHC pseudo amino acid sequence, predict their binding affinity value. This is MHC class II binding data. (1) The peptide sequence is AYAQRVYQANRAAGS. The MHC is DRB1_0901 with pseudo-sequence DRB1_0901. The binding affinity (normalized) is 0.358. (2) The peptide sequence is VSKAPQLVPKLDEVY. The MHC is DRB5_0101 with pseudo-sequence DRB5_0101. The binding affinity (normalized) is 0. (3) The peptide sequence is PQHMLMRVAVGIHQW. The MHC is DRB1_1101 with pseudo-sequence DRB1_1101. The binding affinity (normalized) is 0.516. (4) The peptide sequence is GNQNFLTVFDSTSCN. The MHC is DRB1_0701 with pseudo-sequence DRB1_0701. The binding affinity (normalized) is 0.503. (5) The MHC is DRB1_0401 with pseudo-sequence DRB1_0401. The binding affinity (normalized) is 0.187. The peptide sequence is KEAISPPDAASAAPL. (6) The peptide sequence is YVDEHLMCEIEGHHL. The binding affinity (normalized) is 0.274. The MHC is HLA-DQA10104-DQB10503 with pseudo-sequence HLA-DQA10104-DQB10503. (7) The peptide sequence is LIGPTPVNIIGRNLLTQLGC. The MHC is DRB1_0405 with pseudo-sequence DRB1_0405. The binding affinity (normalized) is 0.204. (8) The peptide sequence is QRKVFRELVRNCDLP. The MHC is DRB3_0301 with pseudo-sequence DRB3_0301. The binding affinity (normalized) is 0.553.